From a dataset of Catalyst prediction with 721,799 reactions and 888 catalyst types from USPTO. Predict which catalyst facilitates the given reaction. (1) Reactant: Cl[C:2]1[N:7]=[CH:6][N:5]=[C:4]([NH:8][C:9]2[CH:14]=[CH:13][CH:12]=[C:11]([NH2:15])[N:10]=2)[CH:3]=1.C([O-])([O-])=O.[K+].[K+].[NH2:22][C:23]1[CH:28]=[CH:27][CH:26]=[CH:25][CH:24]=1. Product: [NH2:15][C:11]1[N:10]=[C:9]([NH:8][C:4]2[CH:3]=[C:2]([NH:22][C:23]3[CH:28]=[CH:27][CH:26]=[CH:25][CH:24]=3)[N:7]=[CH:6][N:5]=2)[CH:14]=[CH:13][CH:12]=1. The catalyst class is: 3. (2) Reactant: [CH3:1][C:2]1[C:3]([OH:13])=[CH:4][N:5]2[C:10]=1[C:9]([S:11][CH3:12])=[N:8][CH:7]=[N:6]2.[CH2:14]1[O:17][C@H:15]1[CH3:16].C(N(CC)CC)C. Product: [CH3:1][C:2]1[C:3]([O:13][CH2:14][C@@H:15]([OH:17])[CH3:16])=[CH:4][N:5]2[C:10]=1[C:9]([S:11][CH3:12])=[N:8][CH:7]=[N:6]2. The catalyst class is: 107.